Dataset: Full USPTO retrosynthesis dataset with 1.9M reactions from patents (1976-2016). Task: Predict the reactants needed to synthesize the given product. (1) Given the product [CH3:38][O:37][C:34]1[CH:33]=[CH:32][C:31]([CH2:30][N:8]([CH2:7][C:6]2[CH:5]=[CH:4][C:3]([O:2][CH3:1])=[CH:40][CH:39]=2)[C:9]2[N:10]=[CH:11][C:12]([C:15]3[C:16]4[CH2:29][CH2:28][N:27]([C:42]5[CH:47]=[CH:46][N:45]=[C:44]([C:48]([N:50]6[CH2:51][CH2:52][N:53]([CH2:56][CH2:57][OH:58])[CH2:54][CH2:55]6)=[O:49])[CH:43]=5)[C:17]=4[N:18]=[C:19]([N:21]4[CH2:26][CH2:25][O:24][CH2:23][CH2:22]4)[N:20]=3)=[CH:13][N:14]=2)=[CH:36][CH:35]=1, predict the reactants needed to synthesize it. The reactants are: [CH3:1][O:2][C:3]1[CH:40]=[CH:39][C:6]([CH2:7][N:8]([CH2:30][C:31]2[CH:36]=[CH:35][C:34]([O:37][CH3:38])=[CH:33][CH:32]=2)[C:9]2[N:14]=[CH:13][C:12]([C:15]3[C:16]4[CH2:29][CH2:28][NH:27][C:17]=4[N:18]=[C:19]([N:21]4[CH2:26][CH2:25][O:24][CH2:23][CH2:22]4)[N:20]=3)=[CH:11][N:10]=2)=[CH:5][CH:4]=1.Cl[C:42]1[CH:47]=[CH:46][N:45]=[C:44]([C:48]([N:50]2[CH2:55][CH2:54][N:53]([CH2:56][CH2:57][OH:58])[CH2:52][CH2:51]2)=[O:49])[CH:43]=1. (2) Given the product [F:22][C:2]([F:1])([F:21])[O:3][C:4]1[CH:9]=[CH:8][CH:7]=[CH:6][C:5]=1[S:10]([C:13]1[CH:20]=[CH:19][C:16]([CH2:17][NH2:18])=[CH:15][CH:14]=1)(=[O:12])=[O:11], predict the reactants needed to synthesize it. The reactants are: [F:1][C:2]([F:22])([F:21])[O:3][C:4]1[CH:9]=[CH:8][CH:7]=[CH:6][C:5]=1[S:10]([C:13]1[CH:20]=[CH:19][C:16]([C:17]#[N:18])=[CH:15][CH:14]=1)(=[O:12])=[O:11].B. (3) Given the product [F:7][C:8]1[CH:13]=[CH:12][C:11]([NH:14][NH:15][CH3:16])=[CH:10][CH:9]=1, predict the reactants needed to synthesize it. The reactants are: [H-].[H-].[H-].[H-].[Li+].[Al+3].[F:7][C:8]1[CH:13]=[CH:12][C:11]([NH:14][NH:15][C:16](OCC)=O)=[CH:10][CH:9]=1.CCOC(C)=O. (4) Given the product [Br:6][C:7]1[N:8]=[CH:9][C:10]([C:15]([OH:16])([CH3:17])[CH3:14])=[CH:11][CH:12]=1, predict the reactants needed to synthesize it. The reactants are: C([Li])CCC.[Br:6][C:7]1[CH:12]=[CH:11][C:10](Br)=[CH:9][N:8]=1.[CH3:14][C:15]([CH3:17])=[O:16].[Cl-].[NH4+]. (5) Given the product [CH3:1][C:2]1([CH3:27])[N:11]2[C:7](=[N:8][C:9]3[CH:15]=[CH:14][C:13]([C:16]([OH:18])=[O:17])=[CH:12][C:10]=32)[C:6](=[O:26])[NH:5][CH2:4][CH2:3]1, predict the reactants needed to synthesize it. The reactants are: [CH3:1][C:2]1([CH3:27])[N:11]2[C:7](=[N:8][C:9]3[CH:15]=[CH:14][C:13]([C:16]([O:18]CC4C=CC=CC=4)=[O:17])=[CH:12][C:10]=32)[C:6](=[O:26])[NH:5][CH2:4][CH2:3]1. (6) Given the product [ClH:20].[NH2:14][C:13]1[C:11]2[C:6](=[C:7]([Br:12])[CH:8]=[CH:9][CH:10]=2)[N:5]=[N:4][C:3]=1[C:2]([NH2:1])=[O:15], predict the reactants needed to synthesize it. The reactants are: [NH2:1][C:2](=[O:15])/[C:3](/[C:13]#[N:14])=[N:4]/[NH:5][C:6]1[CH:11]=[CH:10][CH:9]=[CH:8][C:7]=1[Br:12].[Al+3].[Cl-].[Cl-].[Cl-].[Cl:20]C1C=CC=CC=1.